This data is from Reaction yield outcomes from USPTO patents with 853,638 reactions. The task is: Predict the reaction yield, written as a fraction of the theoretical maximum amount of product (1.0 means a 100% yield; for example, 0.34 means a 34% yield). (1) The reactants are [C:1]1([C@@H:7]([CH2:9][OH:10])[NH2:8])[CH:6]=[CH:5][CH:4]=[CH:3][CH:2]=1.[C:11](OCC)(=[O:15])[C:12]([CH3:14])=O. The catalyst is C(O)C(F)(F)F. The product is [CH3:14][C:12]1[C:11](=[O:15])[O:10][CH2:9][C@H:7]([C:1]2[CH:6]=[CH:5][CH:4]=[CH:3][CH:2]=2)[N:8]=1. The yield is 0.440. (2) The reactants are Cl[C:2]1[N:7]=[C:6]([NH:8][CH2:9][C:10]2[CH:11]=[N:12][CH:13]=[CH:14][CH:15]=2)[C:5]([F:16])=[CH:4][N:3]=1.[NH2:17][C:18]1[CH:19]=[C:20]([OH:24])[CH:21]=[CH:22][CH:23]=1. No catalyst specified. The product is [F:16][C:5]1[C:6]([NH:8][CH2:9][C:10]2[CH:11]=[N:12][CH:13]=[CH:14][CH:15]=2)=[N:7][C:2]([NH:17][C:18]2[CH:23]=[CH:22][CH:21]=[C:20]([OH:24])[CH:19]=2)=[N:3][CH:4]=1. The yield is 0.430. (3) The reactants are Br[CH2:2][C:3]1[CH:15]=[CH:14][C:6]([C:7]([O:9][C:10]([CH3:13])([CH3:12])[CH3:11])=[O:8])=[CH:5][CH:4]=1.[NH:16]1[CH2:21][CH2:20][CH:19]([CH2:22][OH:23])[CH2:18][CH2:17]1.C([O-])([O-])=O.[K+].[K+]. The catalyst is C(#N)C. The product is [OH:23][CH2:22][CH:19]1[CH2:20][CH2:21][N:16]([CH2:2][C:3]2[CH:15]=[CH:14][C:6]([C:7]([O:9][C:10]([CH3:13])([CH3:12])[CH3:11])=[O:8])=[CH:5][CH:4]=2)[CH2:17][CH2:18]1. The yield is 0.950. (4) The reactants are [CH3:1][C:2]1[CH:3]=[CH:4][N:5]2[C:10]=1[C:9](=[O:11])[N:8]([C:12]1[CH:17]=[CH:16][CH:15]=[CH:14][CH:13]=1)[C:7]([C@@H:18]([NH:20][C:21]1[C:22]3[C:29]([C:30](O)=[O:31])=[CH:28][NH:27][C:23]=3[N:24]=[CH:25][N:26]=1)[CH3:19])=[N:6]2.[CH2:33]([NH2:40])[C:34]1[CH:39]=[CH:38][CH:37]=[CH:36][CH:35]=1.C(N(C(C)C)CC)(C)C.C(P1(=O)OP(CCC)(=O)OP(CCC)(=O)O1)CC. The catalyst is CN(C=O)C. The product is [CH2:33]([NH:40][C:30]([C:29]1[C:22]2[C:21]([NH:20][C@H:18]([C:7]3[N:8]([C:12]4[CH:13]=[CH:14][CH:15]=[CH:16][CH:17]=4)[C:9](=[O:11])[C:10]4=[C:2]([CH3:1])[CH:3]=[CH:4][N:5]4[N:6]=3)[CH3:19])=[N:26][CH:25]=[N:24][C:23]=2[NH:27][CH:28]=1)=[O:31])[C:34]1[CH:39]=[CH:38][CH:37]=[CH:36][CH:35]=1. The yield is 0.460. (5) The yield is 0.840. The product is [O:16]=[C:14]1[NH:13][C:12]2[CH:17]=[C:8]([C:5]3([C:3]([OH:4])=[O:2])[CH2:7][CH2:6]3)[CH:9]=[CH:10][C:11]=2[O:15]1. The reactants are C[O:2][C:3]([C:5]1([C:8]2[CH:9]=[CH:10][C:11]3[O:15][C:14](=[O:16])[NH:13][C:12]=3[CH:17]=2)[CH2:7][CH2:6]1)=[O:4].O[Li].O. The catalyst is CO.O. (6) The reactants are [Cl:1][CH2:2][CH2:3][CH2:4][O:5][C:6]1[CH:7]=[C:8]([CH:13]=[CH:14][C:15]=1[O:16][CH3:17])[C:9]([O:11][CH3:12])=[O:10].[N+:18]([O-])([OH:20])=[O:19]. No catalyst specified. The product is [Cl:1][CH2:2][CH2:3][CH2:4][O:5][C:6]1[C:15]([O:16][CH3:17])=[CH:14][C:13]([N+:18]([O-:20])=[O:19])=[C:8]([CH:7]=1)[C:9]([O:11][CH3:12])=[O:10]. The yield is 0.860. (7) The reactants are [O:1]1[CH2:6][CH2:5][CH:4]([CH2:7][OH:8])[CH2:3][CH2:2]1.[Li]CCCC.[N+:14]([C:17]1[CH:24]=[CH:23][CH:22]=[C:21]([N+]([O-])=O)[C:18]=1[C:19]#[N:20])([O-:16])=[O:15]. The catalyst is C1COCC1.CCCCCC. The product is [N+:14]([C:17]1[CH:24]=[CH:23][CH:22]=[C:21]([O:8][CH2:7][CH:4]2[CH2:5][CH2:6][O:1][CH2:2][CH2:3]2)[C:18]=1[C:19]#[N:20])([O-:16])=[O:15]. The yield is 0.830. (8) The reactants are [H-].[Na+].[F:3][C:4]([F:18])([F:17])[C:5]1[N:10]=[CH:9][C:8](/[CH:11]=[CH:12]/[C:13]([O:15][CH3:16])=[O:14])=[CH:7][CH:6]=1.CO.[CH2:21](Cl)Cl. The catalyst is CS(C)=O. The product is [F:18][C:4]([F:17])([F:3])[C:5]1[N:10]=[CH:9][C:8]([C@@H:11]2[CH2:21][C@H:12]2[C:13]([O:15][CH3:16])=[O:14])=[CH:7][CH:6]=1. The yield is 0.100.